This data is from Full USPTO retrosynthesis dataset with 1.9M reactions from patents (1976-2016). The task is: Predict the reactants needed to synthesize the given product. (1) The reactants are: [NH2:1][C:2]1[CH:7]=[CH:6][C:5]([C:8]2[N:9]([CH:25]3[CH2:28][CH2:27][CH2:26]3)[C:10]3[C:15]([C:16]=2[C:17]#[N:18])=[CH:14][CH:13]=[C:12]([N:19]2[CH2:24][CH2:23][O:22][CH2:21][CH2:20]2)[CH:11]=3)=[CH:4][CH:3]=1.N1C=CC=CC=1.[CH:35]([O:38][C:39](Cl)=[O:40])([CH3:37])[CH3:36]. Given the product [CH:35]([O:38][C:39](=[O:40])[NH:1][C:2]1[CH:7]=[CH:6][C:5]([C:8]2[N:9]([CH:25]3[CH2:26][CH2:27][CH2:28]3)[C:10]3[C:15]([C:16]=2[C:17]#[N:18])=[CH:14][CH:13]=[C:12]([N:19]2[CH2:24][CH2:23][O:22][CH2:21][CH2:20]2)[CH:11]=3)=[CH:4][CH:3]=1)([CH3:37])[CH3:36], predict the reactants needed to synthesize it. (2) Given the product [C:6]([C:5]([C:11]1[CH:16]=[CH:15][C:14]([O:17][CH3:18])=[C:13]([O:19][CH3:20])[CH:12]=1)([CH:8]([CH3:10])[CH3:9])[CH2:4][CH2:3][CH2:2][N:22]([CH3:21])[CH2:23][CH2:24][C:25]1[CH:26]=[C:27]([CH:32]=[CH:33][CH:34]=1)[C:28]([O:30][CH3:31])=[O:29])#[N:7], predict the reactants needed to synthesize it. The reactants are: Br[CH2:2][CH2:3][CH2:4][C:5]([C:11]1[CH:16]=[CH:15][C:14]([O:17][CH3:18])=[C:13]([O:19][CH3:20])[CH:12]=1)([CH:8]([CH3:10])[CH3:9])[C:6]#[N:7].[CH3:21][NH:22][CH2:23][CH2:24][C:25]1[CH:26]=[C:27]([CH:32]=[CH:33][CH:34]=1)[C:28]([O:30][CH3:31])=[O:29].